The task is: Predict which catalyst facilitates the given reaction.. This data is from Catalyst prediction with 721,799 reactions and 888 catalyst types from USPTO. (1) Reactant: [Br:1][C:2]1[CH:7]=[CH:6][CH:5]=[CH:4][C:3]=1[CH:8]([N:13]1[C:21]2[C:16](=[CH:17][CH:18]=[CH:19][CH:20]=2)[CH2:15][CH2:14]1)[CH:9]([OH:12])[CH2:10][OH:11]. Product: [Br:1][C:2]1[CH:7]=[CH:6][CH:5]=[CH:4][C:3]=1[CH:8]([N:13]1[C:21]2[C:16](=[CH:17][CH:18]=[CH:19][CH:20]=2)[CH:15]=[CH:14]1)[CH:9]([OH:12])[CH2:10][OH:11]. The catalyst class is: 327. (2) Reactant: [CH3:1][Si](C=[N+]=[N-])(C)C.[C@H:8]1([C:17]([OH:19])=[O:18])[CH2:13][CH2:12][C@H:11]([C:14]([OH:16])=[O:15])[CH2:10][CH2:9]1. Product: [CH3:1][O:15][C:14]([C@H:11]1[CH2:10][CH2:9][C@H:8]([C:17]([OH:19])=[O:18])[CH2:13][CH2:12]1)=[O:16]. The catalyst class is: 36. (3) The catalyst class is: 4. Reactant: [C:1]([C:3]1[CH:4]=[C:5]([CH:8]=[CH:9][CH:10]=1)[CH:6]=O)#[N:2].[NH:11]1[CH2:15][CH2:14][CH2:13][CH2:12]1.[BH4-].[Na+].ClCCl.[OH-].[Na+]. Product: [N:11]1([CH2:6][C:5]2[CH:4]=[C:3]([CH:10]=[CH:9][CH:8]=2)[C:1]#[N:2])[CH2:15][CH2:14][CH2:13][CH2:12]1. (4) Reactant: FC(F)(F)S(O[C:7]1[CH:8]=[C:9]2[C@@:20]3([CH2:24][O:23][C:22]([NH2:25])=[N:21]3)[C:19]3[C:14](=[N:15][CH:16]=[C:17]([C:26]#[C:27][C:28]4([CH3:32])[CH2:31][O:30][CH2:29]4)[CH:18]=3)[O:13][C:10]2=[CH:11][CH:12]=1)(=O)=O.[F:35][C:36]1[C:41](B(O)O)=[CH:40][CH:39]=[CH:38][N:37]=1.C(=O)([O-])[O-].[K+].[K+]. Product: [F:35][C:36]1[C:41]([C:7]2[CH:8]=[C:9]3[C@@:20]4([CH2:24][O:23][C:22]([NH2:25])=[N:21]4)[C:19]4[C:14](=[N:15][CH:16]=[C:17]([C:26]#[C:27][C:28]5([CH3:32])[CH2:29][O:30][CH2:31]5)[CH:18]=4)[O:13][C:10]3=[CH:11][CH:12]=2)=[CH:40][CH:39]=[CH:38][N:37]=1. The catalyst class is: 694. (5) Reactant: [H-].C([Al+]CC(C)C)C(C)C.C1(C)C=CC=CC=1.C(Cl)Cl.[Cl:21][C:22]1[N:32]=[CH:31][CH:30]=[CH:29][C:23]=1[C:24](OCC)=[O:25]. Product: [Cl:21][C:22]1[C:23]([CH2:24][OH:25])=[CH:29][CH:30]=[CH:31][N:32]=1. The catalyst class is: 170. (6) The catalyst class is: 1. Reactant: [NH2:1][C:2]1[C:3]([CH3:17])=[C:4]([NH:9][C:10](=[O:16])[CH2:11][C:12]([CH3:15])([CH3:14])[CH3:13])[C:5]([CH3:8])=[CH:6][CH:7]=1.[F:18][C:19]1[CH:26]=[CH:25][C:22]([CH:23]=O)=[CH:21][CH:20]=1.[BH4-].[Na+].CO. Product: [F:18][C:19]1[CH:26]=[CH:25][C:22]([CH2:23][NH:1][C:2]2[C:3]([CH3:17])=[C:4]([NH:9][C:10](=[O:16])[CH2:11][C:12]([CH3:13])([CH3:14])[CH3:15])[C:5]([CH3:8])=[CH:6][CH:7]=2)=[CH:21][CH:20]=1. (7) Reactant: [CH3:1][O:2][C:3]1[CH:4]=[C:5]2[C:10](=[CH:11][C:12]=1[O:13][CH3:14])[N:9]=[CH:8][CH:7]=[C:6]2[S:15][C:16]1[S:20][C:19]([NH2:21])=[CH:18][CH:17]=1.C1([O:28][C:29](=O)[NH:30][C:31]2[S:32][CH:33]=[CH:34][N:35]=2)C=CC=CC=1.C(OCC)(=O)C.O. Product: [CH3:1][O:2][C:3]1[CH:4]=[C:5]2[C:10](=[CH:11][C:12]=1[O:13][CH3:14])[N:9]=[CH:8][CH:7]=[C:6]2[S:15][C:16]1[S:20][C:19]([NH:21][C:29]([NH:30][C:31]2[S:32][CH:33]=[CH:34][N:35]=2)=[O:28])=[CH:18][CH:17]=1. The catalyst class is: 376.